This data is from Full USPTO retrosynthesis dataset with 1.9M reactions from patents (1976-2016). The task is: Predict the reactants needed to synthesize the given product. The reactants are: [F:1][CH:2]([F:33])[O:3][C:4]1[CH:5]=[C:6]2[C:10](=[CH:11][CH:12]=1)[N:9]([CH3:13])[N:8]=[C:7]2[C:14]1[N:15]=[C:16]2[C:22]([CH:23]=[O:24])=[CH:21][N:20]([CH2:25][O:26][CH2:27][CH2:28][Si:29]([CH3:32])([CH3:31])[CH3:30])[C:17]2=[N:18][CH:19]=1.S(=O)(=O)([OH:36])N.Cl([O-])=O.[Na+].OP([O-])(O)=O.[K+]. Given the product [F:33][CH:2]([F:1])[O:3][C:4]1[CH:5]=[C:6]2[C:10](=[CH:11][CH:12]=1)[N:9]([CH3:13])[N:8]=[C:7]2[C:14]1[N:15]=[C:16]2[C:22]([C:23]([OH:36])=[O:24])=[CH:21][N:20]([CH2:25][O:26][CH2:27][CH2:28][Si:29]([CH3:30])([CH3:32])[CH3:31])[C:17]2=[N:18][CH:19]=1, predict the reactants needed to synthesize it.